From a dataset of Forward reaction prediction with 1.9M reactions from USPTO patents (1976-2016). Predict the product of the given reaction. (1) Given the reactants [CH2:1]([O:8][C:9]1[N:10]=[N:11][C:12]([CH2:23][C:24]2[CH:29]=[CH:28][C:27](F)=[CH:26][CH:25]=2)=[CH:13][C:14]=1[O:15][CH2:16][C:17]1[CH:22]=[CH:21][CH:20]=[CH:19][CH:18]=1)[C:2]1[CH:7]=[CH:6][CH:5]=[CH:4][CH:3]=1.C(OC1N=NC([Cl:53])=CC=1OCC1C=CC=CC=1)C1C=CC=CC=1.[Cl-].ClC1C=CC=CC=1C[Zn+], predict the reaction product. The product is: [CH2:1]([O:8][C:9]1[N:10]=[N:11][C:12]([CH2:23][C:24]2[CH:29]=[CH:28][CH:27]=[CH:26][C:25]=2[Cl:53])=[CH:13][C:14]=1[O:15][CH2:16][C:17]1[CH:22]=[CH:21][CH:20]=[CH:19][CH:18]=1)[C:2]1[CH:7]=[CH:6][CH:5]=[CH:4][CH:3]=1. (2) Given the reactants I[CH2:2][CH2:3][C@H:4]([NH:9][NH:10][C:11]([O:13][CH2:14][C:15]1[CH:20]=[CH:19][CH:18]=[CH:17][CH:16]=1)=[O:12])[C:5]([O:7][CH3:8])=[O:6].C([O-])([O-])=O.[K+].[K+], predict the reaction product. The product is: [N:10]1([C:11]([O:13][CH2:14][C:15]2[CH:20]=[CH:19][CH:18]=[CH:17][CH:16]=2)=[O:12])[CH2:2][CH2:3][C@@H:4]([C:5]([O:7][CH3:8])=[O:6])[NH:9]1. (3) Given the reactants [CH3:1][N:2]1[CH2:7][CH2:6][N:5]([C:8]2[N:13]=[C:12]3[N:14]([Si](C(C)C)(C(C)C)C(C)C)[CH:15]=[CH:16][C:11]3=[CH:10][CH:9]=2)[CH2:4][CH2:3]1.[CH3:27][N:28](C=O)C.ClS(N=C=O)(=O)=O.CCOC(C)=O, predict the reaction product. The product is: [CH3:1][N:2]1[CH2:3][CH2:4][N:5]([C:8]2[N:13]=[C:12]3[NH:14][CH:15]=[C:16]([C:27]#[N:28])[C:11]3=[CH:10][CH:9]=2)[CH2:6][CH2:7]1.